Dataset: Forward reaction prediction with 1.9M reactions from USPTO patents (1976-2016). Task: Predict the product of the given reaction. The product is: [F:2][C:3]([F:34])([F:35])[C:4]1[CH:5]=[C:6]([C:10]2[CH:11]=[CH:12][C:13]([C@@H:16]3[CH2:18][C@H:17]3[NH:19][C@H:20]3[CH2:21][CH2:22][C@@H:23]([NH2:26])[CH2:24][CH2:25]3)=[CH:14][CH:15]=2)[CH:7]=[CH:8][CH:9]=1. Given the reactants Cl.[F:2][C:3]([F:35])([F:34])[C:4]1[CH:5]=[C:6]([C:10]2[CH:15]=[CH:14][C:13]([C@@H:16]3[CH2:18][C@H:17]3[NH:19][C@@H:20]3[CH2:25][CH2:24][C@H:23]([NH:26]C(=O)OC(C)(C)C)[CH2:22][CH2:21]3)=[CH:12][CH:11]=2)[CH:7]=[CH:8][CH:9]=1, predict the reaction product.